This data is from Full USPTO retrosynthesis dataset with 1.9M reactions from patents (1976-2016). The task is: Predict the reactants needed to synthesize the given product. (1) The reactants are: Cl[CH2:2][S:3]([NH:6][C:7]1[CH:12]=[CH:11][C:10]([C:13]2[CH:18]=[CH:17][C:16]([C:19]([F:22])([F:21])[F:20])=[CH:15][CH:14]=2)=[CH:9][C:8]=1[OH:23])(=[O:5])=[O:4].C(=O)([O-])[O-].[K+].[K+].Cl. Given the product [F:20][C:19]([F:22])([F:21])[C:16]1[CH:17]=[CH:18][C:13]([C:10]2[CH:11]=[CH:12][C:7]3[NH:6][S:3](=[O:5])(=[O:4])[CH2:2][O:23][C:8]=3[CH:9]=2)=[CH:14][CH:15]=1, predict the reactants needed to synthesize it. (2) Given the product [C:21]([O:20][C:19](=[O:25])[NH:18][CH2:17][CH2:16][CH2:15][N:1]1[C:9]2[C:4](=[CH:5][CH:6]=[CH:7][CH:8]=2)[C:3]([CH:10]=[O:11])=[CH:2]1)([CH3:24])([CH3:23])[CH3:22], predict the reactants needed to synthesize it. The reactants are: [NH:1]1[C:9]2[C:4](=[CH:5][CH:6]=[CH:7][CH:8]=2)[C:3]([CH:10]=[O:11])=[CH:2]1.[H-].[Na+].Br[CH2:15][CH2:16][CH2:17][NH:18][C:19](=[O:25])[O:20][C:21]([CH3:24])([CH3:23])[CH3:22]. (3) Given the product [Si:1]([O:8][CH2:9][C:10]1[CH:15]=[C:14]([Cl:16])[CH:13]=[CH:12][C:11]=1[C:17]1[C:26]2[C:21](=[CH:22][C:23]([S:27]([NH:47][C:44]3[CH:45]=[CH:46][O:42][N:43]=3)(=[O:29])=[O:28])=[CH:24][CH:25]=2)[CH:20]=[CH:19][N:18]=1)([C:4]([CH3:6])([CH3:5])[CH3:7])([CH3:3])[CH3:2], predict the reactants needed to synthesize it. The reactants are: [Si:1]([O:8][CH2:9][C:10]1[CH:15]=[C:14]([Cl:16])[CH:13]=[CH:12][C:11]=1[C:17]1[C:26]2[C:21](=[CH:22][C:23]([S:27](OC3C(F)=C(F)C(F)=C(F)C=3F)(=[O:29])=[O:28])=[CH:24][CH:25]=2)[CH:20]=[CH:19][N:18]=1)([C:4]([CH3:7])([CH3:6])[CH3:5])([CH3:3])[CH3:2].[O:42]1[CH:46]=[CH:45][C:44]([NH2:47])=[N:43]1.C[Si]([N-][Si](C)(C)C)(C)C.[Li+]. (4) Given the product [C:10]([NH:9][C:7]1[S:8][C:4]2[CH:3]=[C:2]([C:20]3[CH:19]=[C:18]([CH:23]=[CH:22][CH:21]=3)[C:17]([NH:16][CH3:15])=[O:33])[CH:14]=[CH:13][C:5]=2[N:6]=1)(=[O:12])[CH3:11], predict the reactants needed to synthesize it. The reactants are: Br[C:2]1[CH:14]=[CH:13][C:5]2[N:6]=[C:7]([NH:9][C:10](=[O:12])[CH3:11])[S:8][C:4]=2[CH:3]=1.[CH3:15][NH:16][C:17](=[O:33])[C:18]1[CH:23]=[CH:22][CH:21]=[C:20](B2OC(C)(C)C(C)(C)O2)[CH:19]=1. (5) Given the product [CH3:10][C:9]1[N:20]=[C:18]([C:17]2[CH:21]=[CH:22][C:14]([C:13]([F:12])([F:23])[F:24])=[CH:15][CH:16]=2)[S:19][C:3]=1[CH2:4][C:5]([O:7][CH2:25][CH3:26])=[O:6], predict the reactants needed to synthesize it. The reactants are: C([C:3](Br)([CH2:9][CH3:10])[C:4](=O)[C:5]([O-:7])=[O:6])C.[F:12][C:13]([F:24])([F:23])[C:14]1[CH:22]=[CH:21][C:17]([C:18]([NH2:20])=[S:19])=[CH:16][CH:15]=1.[CH2:25](O)[CH3:26].